This data is from Ames mutagenicity test results for genotoxicity prediction. The task is: Regression/Classification. Given a drug SMILES string, predict its toxicity properties. Task type varies by dataset: regression for continuous values (e.g., LD50, hERG inhibition percentage) or binary classification for toxic/non-toxic outcomes (e.g., AMES mutagenicity, cardiotoxicity, hepatotoxicity). Dataset: ames. (1) The compound is CC1=CC(=C(C#N)C#N)C=C(/C=C/c2ccc(N(C)C)cc2)O1. The result is 1 (mutagenic). (2) The compound is CCc1ccccc1N. The result is 0 (non-mutagenic). (3) The compound is CC(C)(c1ccc(OCC2CO2)cc1)c1ccc(OCC2CO2)cc1. The result is 1 (mutagenic). (4) The molecule is COc1cc(N)c2c(c1N)C(=O)c1ccccc1C2=O. The result is 1 (mutagenic). (5) The result is 1 (mutagenic). The molecule is O=C(Nc1ccc(F)cc1)c1csc([N+](=O)[O-])c1. (6) The drug is OC(=S)c1ccccc1. The result is 0 (non-mutagenic). (7) The compound is O=C1c2cc([N+](=O)[O-])ccc2-c2c1cc([N+](=O)[O-])cc2[N+](=O)[O-]. The result is 1 (mutagenic). (8) The compound is O=C1C=Cc2ccc3c(ccc4ccccc43)c2C1=O. The result is 1 (mutagenic). (9) The molecule is CCN(CC)CCN1C(=O)CN=C(c2ccccc2F)c2cc(Cl)ccc21. The result is 0 (non-mutagenic).